Dataset: Reaction yield outcomes from USPTO patents with 853,638 reactions. Task: Predict the reaction yield, written as a fraction of the theoretical maximum amount of product (1.0 means a 100% yield; for example, 0.34 means a 34% yield). (1) The reactants are I[C:2]1[CH:7]=[CH:6][CH:5]=[CH:4][C:3]=1[N+:8]([O-:10])=[O:9].C1([Mg]Cl)C=CC=CC=1.[CH:19](=[O:23])[CH:20]([CH3:22])[CH3:21]. The catalyst is C1COCC1. The product is [N+:8]([C:3]1[CH:4]=[CH:5][CH:6]=[CH:7][C:2]=1[CH:19]([OH:23])[CH:20]([CH3:22])[CH3:21])([O-:10])=[O:9]. The yield is 0.990. (2) The reactants are CC1C=CC(S(O[CH2:12][CH:13]2[CH:22]=[CH:21][C:20]3[C:15](=[C:16]([C:24]4[CH:29]=[CH:28][CH:27]=[CH:26][C:25]=4[Cl:30])[CH:17]=[C:18]([F:23])[CH:19]=3)[O:14]2)(=O)=O)=CC=1.[CH3:31][NH2:32].[OH-].[Na+]. The catalyst is CS(C)=O. The product is [Cl:30][C:25]1[CH:26]=[CH:27][CH:28]=[CH:29][C:24]=1[C:16]1[CH:17]=[C:18]([F:23])[CH:19]=[C:20]2[C:15]=1[O:14][CH:13]([CH2:12][NH:32][CH3:31])[CH:22]=[CH:21]2. The yield is 0.450.